From a dataset of Reaction yield outcomes from USPTO patents with 853,638 reactions. Predict the reaction yield, written as a fraction of the theoretical maximum amount of product (1.0 means a 100% yield; for example, 0.34 means a 34% yield). The reactants are [N+:1]([C:4]1[CH:9]=[CH:8][CH:7]=[CH:6][C:5]=1[NH:10][C:11]1[CH:19]=[CH:18][C:14]2[O:15][CH2:16][O:17][C:13]=2[CH:12]=1)([O-])=O.C(OCC)(=O)C.O. The catalyst is [Fe].C(O)(=O)C. The product is [O:15]1[C:14]2[CH:18]=[CH:19][C:11]([NH:10][C:5]3[C:4]([NH2:1])=[CH:9][CH:8]=[CH:7][CH:6]=3)=[CH:12][C:13]=2[O:17][CH2:16]1. The yield is 0.990.